This data is from Forward reaction prediction with 1.9M reactions from USPTO patents (1976-2016). The task is: Predict the product of the given reaction. (1) Given the reactants [Cl:1][C:2]1[CH:7]=[C:6](Cl)[C:5]([N+:9]([O-:11])=[O:10])=[CH:4][N:3]=1.[CH:12]1([NH2:18])[CH2:17][CH2:16][CH2:15][CH2:14][CH2:13]1, predict the reaction product. The product is: [Cl:1][C:2]1[CH:7]=[C:6]([NH:18][CH:12]2[CH2:17][CH2:16][CH2:15][CH2:14][CH2:13]2)[C:5]([N+:9]([O-:11])=[O:10])=[CH:4][N:3]=1. (2) Given the reactants [CH3:1]O.[OH-].[Na+].Cl.[F:6][CH2:7][CH2:8][N:9](NC)[C:10](=[O:14])[C:11]([OH:13])=[O:12], predict the reaction product. The product is: [F:6][CH2:7][CH2:8][N:9]([CH3:1])[C:10](=[O:14])[C:11]([OH:13])=[O:12]. (3) Given the reactants [NH:1]1[CH:5]=[C:4]([C:6]2[CH:11]=[C:10]([C:12]([O:14]C)=[O:13])[CH:9]=[CH:8][N:7]=2)[N:3]=[CH:2]1.Br[CH:17]1[CH2:25][C:24]2[C:19](=[CH:20][CH:21]=[CH:22][CH:23]=2)[CH2:18]1.[OH-].[Na+], predict the reaction product. The product is: [CH2:25]1[C:24]2[C:19](=[CH:20][CH:21]=[CH:22][CH:23]=2)[CH2:18][CH:17]1[N:1]1[CH:5]=[C:4]([C:6]2[CH:11]=[C:10]([C:12]([OH:14])=[O:13])[CH:9]=[CH:8][N:7]=2)[N:3]=[CH:2]1. (4) Given the reactants [Cl:1][C:2]1[CH:9]=[CH:8][C:5]([C:6]#[N:7])=[C:4]([C:10]2[C:15]([Cl:16])=[CH:14][NH:13][C:12](=[O:17])[CH:11]=2)[CH:3]=1.Br[CH2:19][C:20]([O:22][C:23]([CH3:26])([CH3:25])[CH3:24])=[O:21], predict the reaction product. The product is: [Cl:16][C:15]1[C:10]([C:4]2[CH:3]=[C:2]([Cl:1])[CH:9]=[CH:8][C:5]=2[C:6]#[N:7])=[CH:11][C:12](=[O:17])[N:13]([CH2:19][C:20]([O:22][C:23]([CH3:26])([CH3:25])[CH3:24])=[O:21])[CH:14]=1. (5) Given the reactants [NH2:1][C@@H:2]1[CH2:7][CH2:6][N:5]([C:8]2[C:9]([Cl:41])=[C:10]([NH:16][C:17]3[N:22]=[C:21]([N:23]([CH:33]4[CH2:35][CH2:34]4)[CH2:24][C:25]4[CH:30]=[CH:29][C:28]([O:31][CH3:32])=[CH:27][CH:26]=4)[C:20]4=[N:36][CH:37]=[C:38]([C:39]#[N:40])[N:19]4[N:18]=3)[CH:11]=[C:12]([C:14]#[N:15])[CH:13]=2)[CH2:4][C@H:3]1[O:42][Si:43]([C:46]([CH3:49])([CH3:48])[CH3:47])([CH3:45])[CH3:44].[O:50]1[CH2:55][CH2:54][N:53]([CH2:56][C:57](O)=[O:58])[CH2:52][CH2:51]1.CN(C(ON1N=NC2C=CC=NC1=2)=[N+](C)C)C.F[P-](F)(F)(F)(F)F, predict the reaction product. The product is: [Si:43]([O:42][C@H:3]1[C@H:2]([NH:1][C:57](=[O:58])[CH2:56][N:53]2[CH2:54][CH2:55][O:50][CH2:51][CH2:52]2)[CH2:7][CH2:6][N:5]([C:8]2[CH:13]=[C:12]([C:14]#[N:15])[CH:11]=[C:10]([NH:16][C:17]3[N:22]=[C:21]([N:23]([CH:33]4[CH2:34][CH2:35]4)[CH2:24][C:25]4[CH:26]=[CH:27][C:28]([O:31][CH3:32])=[CH:29][CH:30]=4)[C:20]4=[N:36][CH:37]=[C:38]([C:39]#[N:40])[N:19]4[N:18]=3)[C:9]=2[Cl:41])[CH2:4]1)([C:46]([CH3:49])([CH3:48])[CH3:47])([CH3:45])[CH3:44]. (6) Given the reactants [OH:1][C:2]1[CH:3]=[C:4]([CH:10]=[CH:11][C:12]=1[OH:13])[CH:5]([OH:9])[C:6]([OH:8])=O.ON1C(=O)CCC1=O.C1(N=C=NC2CCCCC2)CCCCC1.[CH2:37]([CH:39]([CH2:42][CH2:43][CH2:44][CH3:45])[CH2:40][NH2:41])[CH3:38].C(=O)([O-])O.[Na+].Cl, predict the reaction product. The product is: [OH:1][C:2]1[CH:3]=[C:4]([CH:5]([OH:9])[C:6]([NH:41][CH2:40][CH:39]([CH2:37][CH3:38])[CH2:42][CH2:43][CH2:44][CH3:45])=[O:8])[CH:10]=[CH:11][C:12]=1[OH:13].